From a dataset of Forward reaction prediction with 1.9M reactions from USPTO patents (1976-2016). Predict the product of the given reaction. (1) Given the reactants C(OC([NH:8][CH2:9][CH2:10][CH2:11][O:12][C:13]1[CH:14]=[C:15]([CH:32]=[CH:33][CH:34]=1)[O:16][C:17]1[CH:18]=[C:19]([CH3:31])[C:20]2[CH:24]([CH2:25][C:26]([OH:28])=[O:27])[O:23][B:22]([OH:29])[C:21]=2[CH:30]=1)=O)(C)(C)C, predict the reaction product. The product is: [NH2:8][CH2:9][CH2:10][CH2:11][O:12][C:13]1[CH:14]=[C:15]([CH:32]=[CH:33][CH:34]=1)[O:16][C:17]1[CH:18]=[C:19]([CH3:31])[C:20]2[CH:24]([CH2:25][C:26]([OH:28])=[O:27])[O:23][B:22]([OH:29])[C:21]=2[CH:30]=1. (2) Given the reactants C1C(N)=CC=C([As](O)(O)=O)C=1.BrCC(Br)=O.C(=O)=O.[Br:20][CH2:21][C:22]([NH:24][C:25]1[CH:30]=[CH:29][C:28]([As:31](O)(=[O:33])[OH:32])=[CH:27][CH:26]=1)=[O:23], predict the reaction product. The product is: [Br:20][CH2:21][C:22]([NH:24][C:25]1[CH:26]=[CH:27][C:28]([As:31]([OH:33])[OH:32])=[CH:29][CH:30]=1)=[O:23]. (3) Given the reactants C([Li])(C)(C)C.CCCCC.[CH3:11][O:12][CH:13]([C:15]1[CH:20]=[C:19](Br)[CH:18]=[CH:17][C:16]=1[C:22]1[CH:27]=[CH:26][CH:25]=[CH:24][C:23]=1[CH3:28])[CH3:14].[C:29](=[O:31])=[O:30], predict the reaction product. The product is: [CH3:11][O:12][CH:13]([C:15]1[CH:20]=[C:19]([C:29]([OH:31])=[O:30])[CH:18]=[CH:17][C:16]=1[C:22]1[CH:27]=[CH:26][CH:25]=[CH:24][C:23]=1[CH3:28])[CH3:14]. (4) Given the reactants [C:1]([O:9]CC)(=[O:8])[CH2:2][C:3]([O:5]CC)=O.[Br:12][C:13]1[CH:19]=[CH:18][CH:17]=[CH:16][C:14]=1[NH2:15].C(=O)([O-])[O-].[Na+].[Na+].Cl, predict the reaction product. The product is: [Br:12][C:13]1[CH:19]=[CH:18][CH:17]=[CH:16][C:14]=1[NH:15][C:3](=[O:5])[CH2:2][C:1]([OH:9])=[O:8].